Dataset: Full USPTO retrosynthesis dataset with 1.9M reactions from patents (1976-2016). Task: Predict the reactants needed to synthesize the given product. (1) Given the product [CH2:1]([C:3]1[CH:15]=[C:6]2[C:7]([CH:13]=[O:14])=[CH:8][CH:9]=[C:10]([O:11][CH3:12])[N:5]2[N:4]=1)[CH3:2], predict the reactants needed to synthesize it. The reactants are: [CH2:1]([C:3]1[CH:15]=[C:6]2[C:7]([CH2:13][OH:14])=[CH:8][CH:9]=[C:10]([O:11][CH3:12])[N:5]2[N:4]=1)[CH3:2]. (2) The reactants are: [NH2:1][C:2]1[S:3][C:4]([CH2:11][CH3:12])=[CH:5][C:6]=1[C:7]([O:9]C)=O.ClC(Cl)(O[C:17](=[O:23])OC(Cl)(Cl)Cl)Cl.C(N(CC)CC)C.[N:32]1[C:41]2[C:36](=[CH:37][CH:38]=[CH:39][CH:40]=2)[CH:35]=[C:34]([NH2:42])[CH:33]=1. Given the product [CH2:11]([C:4]1[S:3][C:2]2[NH:1][C:17](=[O:23])[N:42]([C:34]3[CH:33]=[N:32][C:41]4[C:36]([CH:35]=3)=[CH:37][CH:38]=[CH:39][CH:40]=4)[C:7](=[O:9])[C:6]=2[CH:5]=1)[CH3:12], predict the reactants needed to synthesize it. (3) The reactants are: [Br:1][C:2]1[C:3]([CH3:10])=[C:4]([NH2:9])[C:5]([NH2:8])=[CH:6][CH:7]=1.Cl.[NH4+].[OH-].[CH:14](O)=O. Given the product [Br:1][C:2]1[CH:7]=[CH:6][C:5]2[NH:8][CH:14]=[N:9][C:4]=2[C:3]=1[CH3:10], predict the reactants needed to synthesize it. (4) Given the product [Cl:16][C:6]1[CH:7]=[C:8]([CH:25]=[O:26])[CH:9]=[C:10]([Si:11]([CH3:12])([CH3:13])[CH3:14])[C:5]=1[C:4]([NH:3][CH2:18][CH3:19])=[O:17], predict the reactants needed to synthesize it. The reactants are: C([N:3]([CH:18](OC)[C:19](C)(C)C)[C:4](=[O:17])[C:5]1[C:10]([Si:11]([CH3:14])([CH3:13])[CH3:12])=[CH:9][C:8](Br)=[CH:7][C:6]=1[Cl:16])C.[C:25](=O)=[O:26].CC(C)=O.[Li]CCCC.CN(C=O)C.C([O-])(O)=O.[Na+]. (5) Given the product [C:1]([N:5]([CH3:32])[C:6]([C:8]1[N:9]=[C:10]([C:27]2[S:28][CH:29]=[CH:30][CH:31]=2)[N:11]2[C:20]3[C:15](=[CH:16][C:17]([O:25][CH3:26])=[C:18]([C:21]([OH:23])=[O:22])[CH:19]=3)[CH2:14][CH2:13][C:12]=12)=[O:7])([CH3:3])([CH3:4])[CH3:2], predict the reactants needed to synthesize it. The reactants are: [C:1]([N:5]([CH3:32])[C:6]([C:8]1[N:9]=[C:10]([C:27]2[S:28][CH:29]=[CH:30][CH:31]=2)[N:11]2[C:20]3[C:15](=[CH:16][C:17]([O:25][CH3:26])=[C:18]([C:21]([O:23]C)=[O:22])[CH:19]=3)[CH2:14][CH2:13][C:12]=12)=[O:7])([CH3:4])([CH3:3])[CH3:2].[OH-].[K+]. (6) Given the product [F:11][C:3]1[CH:4]=[CH:5][C:6]([N+:8]([O-:10])=[O:9])=[CH:7][C:2]=1[C:29]1[CH:28]=[CH:27][CH:26]=[CH:25][N:30]=1, predict the reactants needed to synthesize it. The reactants are: Br[C:2]1[CH:7]=[C:6]([N+:8]([O-:10])=[O:9])[CH:5]=[CH:4][C:3]=1[F:11].CCCC[Sn]([C:25]1[N:30]=[CH:29][CH:28]=[CH:27][CH:26]=1)(CCCC)CCCC. (7) Given the product [CH2:3]([O:10][C:11]1[CH:24]=[CH:23][C:14]([CH2:15][CH:16]2[N:21]([CH3:25])[C:20](=[O:22])[CH2:19][O:18][CH2:17]2)=[CH:13][CH:12]=1)[C:4]1[CH:5]=[CH:6][CH:7]=[CH:8][CH:9]=1, predict the reactants needed to synthesize it. The reactants are: [H-].[Na+].[CH2:3]([O:10][C:11]1[CH:24]=[CH:23][C:14]([CH2:15][CH:16]2[NH:21][C:20](=[O:22])[CH2:19][O:18][CH2:17]2)=[CH:13][CH:12]=1)[C:4]1[CH:9]=[CH:8][CH:7]=[CH:6][CH:5]=1.[CH3:25]I. (8) The reactants are: [OH-].[Na+].CO.C([O:7][C:8]([C:10]1[C:14]([C:15]2[CH:20]=[CH:19][CH:18]=[C:17]([CH3:21])[CH:16]=2)=[CH:13][S:12][C:11]=1[N:22]1[C:30](=[O:31])[C:29]2[C:24](=[CH:25][CH:26]=[CH:27][CH:28]=2)[C:23]1=[O:32])=[O:9])C.Cl. Given the product [O:31]=[C:30]1[C:29]2[C:24](=[CH:25][CH:26]=[CH:27][CH:28]=2)[C:23](=[O:32])[N:22]1[C:11]1[S:12][CH:13]=[C:14]([C:15]2[CH:20]=[CH:19][CH:18]=[C:17]([CH3:21])[CH:16]=2)[C:10]=1[C:8]([OH:9])=[O:7], predict the reactants needed to synthesize it.